Dataset: CYP2C19 inhibition data for predicting drug metabolism from PubChem BioAssay. Task: Regression/Classification. Given a drug SMILES string, predict its absorption, distribution, metabolism, or excretion properties. Task type varies by dataset: regression for continuous measurements (e.g., permeability, clearance, half-life) or binary classification for categorical outcomes (e.g., BBB penetration, CYP inhibition). Dataset: cyp2c19_veith. (1) The molecule is COc1ccc(-c2nc3cnc(Nc4ccccc4)nc3n(Cc3cccs3)c2=O)cc1. The result is 0 (non-inhibitor). (2) The drug is CN1CCC[C@H](OC(=O)[C@](O)(c2ccccc2)C2CCCC2)C1. The result is 0 (non-inhibitor).